From a dataset of Peptide-MHC class II binding affinity with 134,281 pairs from IEDB. Regression. Given a peptide amino acid sequence and an MHC pseudo amino acid sequence, predict their binding affinity value. This is MHC class II binding data. (1) The binding affinity (normalized) is 0.625. The peptide sequence is TINAVASRKASNTIL. The MHC is HLA-DQA10501-DQB10402 with pseudo-sequence HLA-DQA10501-DQB10402. (2) The binding affinity (normalized) is 0.270. The peptide sequence is KMIGGIGGFIKVRQYDQIPI. The MHC is DRB4_0101 with pseudo-sequence DRB4_0103. (3) The peptide sequence is GADATAAAAFEQFLA. The MHC is HLA-DQA10501-DQB10201 with pseudo-sequence HLA-DQA10501-DQB10201. The binding affinity (normalized) is 0.703. (4) The peptide sequence is YNHVVAANALLFLMS. The MHC is DRB1_0701 with pseudo-sequence DRB1_0701. The binding affinity (normalized) is 0.745. (5) The peptide sequence is TYRENLRTALRYYN. The MHC is DRB1_0101 with pseudo-sequence DRB1_0101. The binding affinity (normalized) is 0.492. (6) The peptide sequence is NYSLSAAVKAGATLL. The MHC is DRB1_1302 with pseudo-sequence DRB1_1302. The binding affinity (normalized) is 0.133. (7) The MHC is DRB4_0101 with pseudo-sequence DRB4_0103. The binding affinity (normalized) is 0.600. The peptide sequence is GELQISDKIDAAFKI. (8) The peptide sequence is NSFTAPNESYKKQVT. The MHC is DRB5_0101 with pseudo-sequence DRB5_0101. The binding affinity (normalized) is 0.624. (9) The peptide sequence is LLGQNTAAIAAIEAQ. The MHC is HLA-DPA10103-DPB10401 with pseudo-sequence HLA-DPA10103-DPB10401. The binding affinity (normalized) is 0.115.